Dataset: Reaction yield outcomes from USPTO patents with 853,638 reactions. Task: Predict the reaction yield, written as a fraction of the theoretical maximum amount of product (1.0 means a 100% yield; for example, 0.34 means a 34% yield). (1) The reactants are [NH:1]1[CH:5]=[C:4]([NH:6][C:7]([C:9]2[C:17]3[C:12](=[CH:13][C:14](Br)=[CH:15][CH:16]=3)[N:11]([CH2:19][O:20][CH2:21][CH2:22][Si:23]([CH3:26])([CH3:25])[CH3:24])[N:10]=2)=[O:8])[CH:3]=[N:2]1.[B-](F)(F)(F)[C:28]1[CH:32]=[N:31][N:30]([CH:33]2[O:38][CH2:37][CH2:36][CH2:35][CH2:34]2)[CH:29]=1.[K+].C(=O)([O-])[O-].[Na+].[Na+]. The catalyst is C(#N)C.O.CCOC(C)=O.C1C=CC(P(C2C=CC=CC=2)[C-]2C=CC=C2)=CC=1.C1C=CC(P(C2C=CC=CC=2)[C-]2C=CC=C2)=CC=1.Cl[Pd]Cl.[Fe+2]. The product is [NH:1]1[CH:5]=[C:4]([NH:6][C:7]([C:9]2[C:17]3[C:12](=[CH:13][C:14]([C:28]4[CH:32]=[N:31][N:30]([CH:33]5[CH2:34][CH2:35][CH2:36][CH2:37][O:38]5)[CH:29]=4)=[CH:15][CH:16]=3)[N:11]([CH2:19][O:20][CH2:21][CH2:22][Si:23]([CH3:26])([CH3:25])[CH3:24])[N:10]=2)=[O:8])[CH:3]=[N:2]1. The yield is 0.790. (2) The reactants are [OH:1][C:2]1[C:3]2[N:13]([C:14]3[CH:19]=[CH:18][C:17]([C:20]4[C:21]([O:26]C)=[N:22][CH:23]=[CH:24][CH:25]=4)=[CH:16][CH:15]=3)[CH:12]=[CH:11][C:4]=2[NH:5][C:6](=[O:10])[C:7]=1[C:8]#[N:9].B(Br)(Br)Br. The catalyst is C(Cl)Cl. The product is [OH:1][C:2]1[C:3]2[N:13]([C:14]3[CH:15]=[CH:16][C:17]([C:20]4[C:21]([OH:26])=[N:22][CH:23]=[CH:24][CH:25]=4)=[CH:18][CH:19]=3)[CH:12]=[CH:11][C:4]=2[NH:5][C:6](=[O:10])[C:7]=1[C:8]#[N:9]. The yield is 0.890. (3) The reactants are [CH:1]1([C:5](Cl)=[O:6])[CH2:4][CH2:3][CH2:2]1.[NH2:8][CH2:9][C:10]([O:12][CH2:13][CH3:14])=[O:11].C(N(CC)CC)C. The catalyst is ClCCl. The product is [CH:1]1([C:5]([NH:8][CH2:9][C:10]([O:12][CH2:13][CH3:14])=[O:11])=[O:6])[CH2:4][CH2:3][CH2:2]1. The yield is 1.00. (4) The reactants are [NH2:1][C:2]1[C:11]2[C:6](=[CH:7][CH:8]=[C:9]([O:12][CH3:13])[CH:10]=2)[N:5]=[CH:4][C:3]=1[C:14]([O:16]CC)=[O:15].[OH-].[Na+]. The catalyst is CCO. The product is [NH2:1][C:2]1[C:11]2[C:6](=[CH:7][CH:8]=[C:9]([O:12][CH3:13])[CH:10]=2)[N:5]=[CH:4][C:3]=1[C:14]([OH:16])=[O:15]. The yield is 0.930. (5) The yield is 0.700. The product is [F:1][C:2]1[CH:3]=[C:4]2[C:9](=[CH:10][C:11]=1[F:12])[N:8]=[C:7]([O:13][CH3:14])[C:6]([NH:15][C:16]([N:32]1[CH2:33][CH2:34][N:29]([C:24]3[CH:25]=[C:26]([CH3:28])[CH:27]=[C:22]([CH3:21])[CH:23]=3)[CH2:30][CH2:31]1)=[O:20])=[N:5]2. The reactants are [F:1][C:2]1[CH:3]=[C:4]2[C:9](=[CH:10][C:11]=1[F:12])[N:8]=[C:7]([O:13][CH3:14])[C:6]([NH:15][C:16](=[O:20])OCC)=[N:5]2.[CH3:21][C:22]1[CH:23]=[C:24]([N:29]2[CH2:34][CH2:33][NH:32][CH2:31][CH2:30]2)[CH:25]=[C:26]([CH3:28])[CH:27]=1. No catalyst specified.